From a dataset of Full USPTO retrosynthesis dataset with 1.9M reactions from patents (1976-2016). Predict the reactants needed to synthesize the given product. (1) Given the product [CH2:16]([C:10]1[C:11](=[O:15])[NH:12][C:13]([CH3:14])=[C:8]([C:6]2[O:7][C:3]([CH2:2][NH:1][C:18](=[O:25])[C:19]3[CH:24]=[CH:23][CH:22]=[CH:21][CH:20]=3)=[CH:4][CH:5]=2)[CH:9]=1)[CH3:17], predict the reactants needed to synthesize it. The reactants are: [NH2:1][CH2:2][C:3]1[O:7][C:6]([C:8]2[CH:9]=[C:10]([CH2:16][CH3:17])[C:11](=[O:15])[NH:12][C:13]=2[CH3:14])=[CH:5][CH:4]=1.[C:18](Cl)(=[O:25])[C:19]1[CH:24]=[CH:23][CH:22]=[CH:21][CH:20]=1. (2) Given the product [CH3:9][C:10]1[CH:11]=[C:12]2[C:16](=[CH:17][C:18]=1[CH3:19])[C:15](=[O:20])[N:14]([C:21]1[CH:22]=[N:23][CH:24]=[CH:25][CH:26]=1)[CH:13]2[CH2:27][CH2:28][O:29][CH2:3][CH2:2][CH3:7], predict the reactants needed to synthesize it. The reactants are: N[C@H:2]([CH:7]=O)[CH2:3]CSC.[CH3:9][C:10]1[CH:11]=[C:12]2[C:16](=[CH:17][C:18]=1[CH3:19])[C:15](=[O:20])[N:14]([C:21]1[CH:22]=[N:23][CH:24]=[CH:25][CH:26]=1)[CH:13]2[CH2:27][CH2:28][O:29]S(C)(=O)=O.O. (3) Given the product [CH2:20]([O:22][C:23](=[O:34])[CH2:24][O:25][C:26]1[CH:31]=[CH:30][C:29]([S:32][C:2]2[CH:7]=[C:6]([O:8][C:9]3[CH:14]=[CH:13][CH:12]=[C:11]([C:15]([F:18])([F:17])[F:16])[CH:10]=3)[CH:5]=[C:4]([Br:19])[CH:3]=2)=[CH:28][C:27]=1[CH3:33])[CH3:21], predict the reactants needed to synthesize it. The reactants are: Br[C:2]1[CH:7]=[C:6]([O:8][C:9]2[CH:14]=[CH:13][CH:12]=[C:11]([C:15]([F:18])([F:17])[F:16])[CH:10]=2)[CH:5]=[C:4]([Br:19])[CH:3]=1.[CH2:20]([O:22][C:23](=[O:34])[CH2:24][O:25][C:26]1[CH:31]=[CH:30][C:29]([SH:32])=[CH:28][C:27]=1[CH3:33])[CH3:21]. (4) Given the product [CH2:27]([C@H:34]1[CH2:38][O:37][C:36](=[O:39])[N:35]1[C:40](=[O:44])[C@@H:41]([O:42][CH3:43])[C@H:25]([OH:26])[C:19]1[C:20]2[CH:24]=[CH:23][S:22][C:21]=2[C:16]([O:15][CH2:14][CH2:13][C:11]2[N:12]=[C:8]([C:6]3[CH:7]=[CH:2][CH:3]=[CH:4][CH:5]=3)[O:9][C:10]=2[CH3:46])=[CH:17][CH:18]=1)[C:28]1[CH:29]=[CH:30][CH:31]=[CH:32][CH:33]=1, predict the reactants needed to synthesize it. The reactants are: C[C:2]1[CH:3]=[CH:4][CH:5]=[C:6]([C:8]2[O:9][CH:10]=[C:11]([CH2:13][CH2:14][O:15][C:16]3[C:21]4[S:22][CH:23]=[CH:24][C:20]=4[C:19]([CH:25]=[O:26])=[CH:18][CH:17]=3)[N:12]=2)[CH:7]=1.[CH2:27]([C@H:34]1[CH2:38][O:37][C:36](=[O:39])[N:35]1[C:40](=[O:44])[CH2:41][O:42][CH3:43])[C:28]1[CH:33]=[CH:32][CH:31]=[CH:30][CH:29]=1.B(OS(C(F)(F)F)(=O)=O)(CCCC)[CH2:46]CCC. (5) The reactants are: Br[C:2]1[CH:7]=[CH:6][C:5]([C:8]2([NH:11][C:12](=[O:22])[O:13][CH:14]3[CH:19]4[CH2:20][CH2:21][N:16]([CH2:17][CH2:18]4)[CH2:15]3)[CH2:10][CH2:9]2)=[CH:4][CH:3]=1.[CH3:23][O:24][C:25]1[CH:30]=[CH:29][C:28](B(O)O)=[CH:27][CH:26]=1. Given the product [CH3:23][O:24][C:25]1[CH:30]=[CH:29][C:28]([C:2]2[CH:7]=[CH:6][C:5]([C:8]3([NH:11][C:12](=[O:22])[O:13][CH:14]4[CH:19]5[CH2:20][CH2:21][N:16]([CH2:17][CH2:18]5)[CH2:15]4)[CH2:10][CH2:9]3)=[CH:4][CH:3]=2)=[CH:27][CH:26]=1, predict the reactants needed to synthesize it. (6) The reactants are: Cl.C(O[C:5]([C:7]1[NH:8][CH:9]=[CH:10][C:11]=1[NH2:12])=[O:6])C.C(O)(=O)C.[CH:17](N)=[NH:18]. Given the product [N:12]1[C:11]2[CH:10]=[CH:9][NH:8][C:7]=2[C:5](=[O:6])[NH:18][CH:17]=1, predict the reactants needed to synthesize it. (7) Given the product [CH3:19][C:20]1[CH:21]=[C:22]([NH:1][C:2]2[CH:3]=[C:4]([CH:14]=[CH:15][C:16]=2[O:17][CH3:18])[C:5]([NH:7][C:8]2[CH:13]=[CH:12][CH:11]=[CH:10][CH:9]=2)=[O:6])[CH:23]=[C:24]([CH3:26])[CH:25]=1, predict the reactants needed to synthesize it. The reactants are: [NH2:1][C:2]1[CH:3]=[C:4]([CH:14]=[CH:15][C:16]=1[O:17][CH3:18])[C:5]([NH:7][C:8]1[CH:13]=[CH:12][CH:11]=[CH:10][CH:9]=1)=[O:6].[CH3:19][C:20]1[CH:21]=[C:22]([Bi]([C:22]2[CH:23]=[C:24]([CH3:26])[CH:25]=[C:20]([CH3:19])[CH:21]=2)[C:22]2[CH:23]=[C:24]([CH3:26])[CH:25]=[C:20]([CH3:19])[CH:21]=2)[CH:23]=[C:24]([CH3:26])[CH:25]=1.C(N(CC)CC)C. (8) The reactants are: [CH3:1][S-:2].[Na+].[C:4]([O:8][C:9]([CH:11]1[CH2:16][CH2:15][N:14]([C:17]2[C:27]([Cl:28])=[CH:26][C:20]([C:21]([O:23][CH2:24][CH3:25])=[O:22])=[C:19](Cl)[N:18]=2)[CH2:13][CH2:12]1)=[O:10])([CH3:7])([CH3:6])[CH3:5]. Given the product [C:4]([O:8][C:9]([CH:11]1[CH2:16][CH2:15][N:14]([C:17]2[C:27]([Cl:28])=[CH:26][C:20]([C:21]([O:23][CH2:24][CH3:25])=[O:22])=[C:19]([S:2][CH3:1])[N:18]=2)[CH2:13][CH2:12]1)=[O:10])([CH3:7])([CH3:6])[CH3:5], predict the reactants needed to synthesize it. (9) Given the product [CH:12]1([N:15]2[CH2:20][C:19]3([CH2:25][CH2:24][N:23]([S:26]([C:29]4[CH:30]=[CH:31][C:32]([C:2]5[CH:10]=[C:9]6[C:5]([CH:6]=[CH:7][N:8]6[CH3:11])=[CH:4][CH:3]=5)=[CH:33][CH:34]=4)(=[O:27])=[O:28])[CH2:22][CH2:21]3)[O:18][CH2:17][C:16]2=[O:44])[CH2:13][CH2:14]1, predict the reactants needed to synthesize it. The reactants are: Br[C:2]1[CH:10]=[C:9]2[C:5]([CH:6]=[CH:7][N:8]2[CH3:11])=[CH:4][CH:3]=1.[CH:12]1([N:15]2[CH2:20][C:19]3([CH2:25][CH2:24][N:23]([S:26]([C:29]4[CH:34]=[CH:33][C:32](B5OC(C)(C)C(C)(C)O5)=[CH:31][CH:30]=4)(=[O:28])=[O:27])[CH2:22][CH2:21]3)[O:18][CH2:17][C:16]2=[O:44])[CH2:14][CH2:13]1.